Task: Predict the reactants needed to synthesize the given product.. Dataset: Full USPTO retrosynthesis dataset with 1.9M reactions from patents (1976-2016) (1) Given the product [C:12]([O:11][C:9]([N:16]1[CH2:21][CH2:20][CH:19]([CH2:22][CH2:23][CH2:24][OH:25])[CH2:18][CH2:17]1)=[O:10])([CH3:13])([CH3:14])[CH3:15], predict the reactants needed to synthesize it. The reactants are: [C:9](O[C:9]([O:11][C:12]([CH3:15])([CH3:14])[CH3:13])=[O:10])([O:11][C:12]([CH3:15])([CH3:14])[CH3:13])=[O:10].[NH:16]1[CH2:21][CH2:20][CH:19]([CH2:22][CH2:23][CH2:24][OH:25])[CH2:18][CH2:17]1. (2) Given the product [CH2:28]([Cl:30])[Cl:29].[CH3:3][OH:4].[NH3:5].[CH:18]1([N:14]2[CH2:15][CH2:16][CH2:17][N:11]([C:9]([CH:7]3[CH2:8][N:5]([C:3](=[O:4])[CH2:2][N:22]4[CH2:27][CH2:26][CH2:25][CH2:24][CH2:23]4)[CH2:6]3)=[O:10])[CH2:12][CH2:13]2)[CH2:21][CH2:20][CH2:19]1, predict the reactants needed to synthesize it. The reactants are: Cl[CH2:2][C:3]([N:5]1[CH2:8][CH:7]([C:9]([N:11]2[CH2:17][CH2:16][CH2:15][N:14]([CH:18]3[CH2:21][CH2:20][CH2:19]3)[CH2:13][CH2:12]2)=[O:10])[CH2:6]1)=[O:4].[NH:22]1[CH2:27][CH2:26][CH2:25][CH2:24][CH2:23]1.[CH2:28]([Cl:30])[Cl:29]. (3) Given the product [Si:23]([O:40][CH:41]([CH3:45])[C:42](=[S:10])[NH2:44])([C:36]([CH3:39])([CH3:38])[CH3:37])([C:30]1[CH:35]=[CH:34][CH:33]=[CH:32][CH:31]=1)[C:24]1[CH:29]=[CH:28][CH:27]=[CH:26][CH:25]=1, predict the reactants needed to synthesize it. The reactants are: COC1C=CC(P2(=S)SP(=S)(C3C=CC(OC)=CC=3)[S:10]2)=CC=1.[Si:23]([O:40][CH:41]([CH3:45])[C:42]([NH2:44])=O)([C:36]([CH3:39])([CH3:38])[CH3:37])([C:30]1[CH:35]=[CH:34][CH:33]=[CH:32][CH:31]=1)[C:24]1[CH:29]=[CH:28][CH:27]=[CH:26][CH:25]=1. (4) Given the product [C:8]([O:12][C:13](=[O:17])[C@H:14]([CH3:16])[NH2:15])([CH3:11])([CH3:10])[CH3:9], predict the reactants needed to synthesize it. The reactants are: C(=O)([O-])[O-].[Na+].[Na+].Cl.[C:8]([O:12][C:13](=[O:17])[C@H:14]([CH3:16])[NH2:15])([CH3:11])([CH3:10])[CH3:9]. (5) Given the product [CH2:15]([O:17][C:18]1[CH:19]=[C:20]([CH:21]2[C:8]([C:9]3[S:10][CH:11]=[CH:12][CH:13]=3)=[C:7]([C:1]3[CH:6]=[CH:5][CH:4]=[CH:3][CH:2]=3)[NH:33][C:31](=[O:32])[NH:30]2)[CH:23]=[C:24]([N+:27]([O-:29])=[O:28])[C:25]=1[OH:26])[CH3:16], predict the reactants needed to synthesize it. The reactants are: [C:1]1([C:7](=O)[CH2:8][C:9]2[S:10][CH:11]=[CH:12][CH:13]=2)[CH:6]=[CH:5][CH:4]=[CH:3][CH:2]=1.[CH2:15]([O:17][C:18]1[CH:19]=[C:20]([CH:23]=[C:24]([N+:27]([O-:29])=[O:28])[C:25]=1[OH:26])[CH:21]=O)[CH3:16].[NH2:30][C:31]([NH2:33])=[O:32].Cl. (6) Given the product [F:1][C:2]1[CH:11]=[CH:10][C:5]([C:6]([OH:8])=[O:7])=[CH:4][C:3]=1[N:12]([CH3:19])[C:13]1[CH:18]=[N:17][CH:16]=[N:15][CH:14]=1, predict the reactants needed to synthesize it. The reactants are: [F:1][C:2]1[CH:11]=[CH:10][C:5]([C:6]([O:8]C)=[O:7])=[CH:4][C:3]=1[N:12]([CH3:19])[C:13]1[CH:14]=[N:15][CH:16]=[N:17][CH:18]=1.[Li+].[OH-]. (7) The reactants are: [CH2:1]([O:8][C:9]1[CH:10]=[C:11]([CH2:17][CH2:18][NH:19][C:20](=O)/[CH:21]=[CH:22]/[C:23]2[CH:24]=[N:25][N:26]([CH2:28][CH3:29])[CH:27]=2)[CH:12]=[CH:13][C:14]=1[O:15][CH3:16])[C:2]1[CH:7]=[CH:6][CH:5]=[CH:4][CH:3]=1.O=P(Cl)(Cl)Cl.[BH4-].[Na+]. Given the product [CH2:1]([O:8][C:9]1[CH:10]=[C:11]2[C:12](=[CH:13][C:14]=1[O:15][CH3:16])[CH:20](/[CH:21]=[CH:22]/[C:23]1[CH:24]=[N:25][N:26]([CH2:28][CH3:29])[CH:27]=1)[NH:19][CH2:18][CH2:17]2)[C:2]1[CH:7]=[CH:6][CH:5]=[CH:4][CH:3]=1, predict the reactants needed to synthesize it.